Task: Predict the reactants needed to synthesize the given product.. Dataset: Full USPTO retrosynthesis dataset with 1.9M reactions from patents (1976-2016) Given the product [NH2:30][C:2]1[N:7]=[C:6]([C:8]2[CH:13]=[C:12]([Cl:14])[CH:11]=[CH:10][C:9]=2[CH3:15])[N:5]=[C:4]([NH:16][C:17]2[CH:22]=[CH:21][C:20]([CH:23]=[O:24])=[CH:19][CH:18]=2)[N:3]=1, predict the reactants needed to synthesize it. The reactants are: Cl[C:2]1[N:7]=[C:6]([C:8]2[CH:13]=[C:12]([Cl:14])[CH:11]=[CH:10][C:9]=2[CH3:15])[N:5]=[C:4]([NH:16][C:17]2[CH:22]=[CH:21][C:20]([CH2:23][OH:24])=[CH:19][CH:18]=2)[N:3]=1.[Cr](Cl)([O-])(=O)=O.[NH+:30]1C=CC=CC=1.C(OCC)C.